Dataset: Full USPTO retrosynthesis dataset with 1.9M reactions from patents (1976-2016). Task: Predict the reactants needed to synthesize the given product. (1) Given the product [CH3:34][N:35]([CH3:39])[CH2:36][CH2:37][NH:38][C:28]([C:26]1[NH:25][C:21]2[N:22]=[CH:23][N:24]=[C:19]([C:16]3[CH:17]=[CH:18][C:13]([CH2:12][NH:11][C:9](=[O:10])[C:8]4[CH:32]=[CH:33][C:5]([C:1]([CH3:2])([CH3:3])[CH3:4])=[CH:6][CH:7]=4)=[C:14]([F:31])[CH:15]=3)[C:20]=2[CH:27]=1)=[O:30], predict the reactants needed to synthesize it. The reactants are: [C:1]([C:5]1[CH:33]=[CH:32][C:8]([C:9]([NH:11][CH2:12][C:13]2[CH:18]=[CH:17][C:16]([C:19]3[C:20]4[CH:27]=[C:26]([C:28]([OH:30])=O)[NH:25][C:21]=4[N:22]=[CH:23][N:24]=3)=[CH:15][C:14]=2[F:31])=[O:10])=[CH:7][CH:6]=1)([CH3:4])([CH3:3])[CH3:2].[CH3:34][N:35]([CH3:39])[CH2:36][CH2:37][NH2:38].CCN(C(C)C)C(C)C.CCCP1(OP(CCC)(=O)OP(CCC)(=O)O1)=O. (2) Given the product [NH2:22][N:24]1[CH2:26][CH2:19][CH2:18][CH:11]([C:6]2[CH:7]=[CH:8][C:9]([F:10])=[C:4]([F:3])[CH:5]=2)[C:12]1=[O:14], predict the reactants needed to synthesize it. The reactants are: [H-].[Na+].[F:3][C:4]1[CH:5]=[C:6]([CH2:11][C:12]([O:14]C)=O)[CH:7]=[CH:8][C:9]=1[F:10].ClC[CH2:18][CH2:19]I.[Cl-].[NH4+:22].C[N:24]([CH:26]=O)C. (3) Given the product [Br:13][C:14]1[CH:22]=[CH:21][C:17]([C:18]([NH:5][CH2:4][CH:1]2[CH2:3][CH2:2]2)=[O:19])=[CH:16][CH:15]=1, predict the reactants needed to synthesize it. The reactants are: [CH:1]1([CH2:4][NH2:5])[CH2:3][CH2:2]1.C(N(CC)CC)C.[Br:13][C:14]1[CH:22]=[CH:21][C:17]([C:18](Cl)=[O:19])=[CH:16][CH:15]=1. (4) Given the product [Cl:1][CH2:2][C:3]1[C:12]2[C:7](=[CH:8][CH:9]=[CH:10][CH:11]=2)[CH:6]=[C:5]([CH3:13])[N+:4]=1[O-:19], predict the reactants needed to synthesize it. The reactants are: [Cl:1][CH2:2][C:3]1[C:12]2[C:7](=[CH:8][CH:9]=[CH:10][CH:11]=2)[CH:6]=[C:5]([CH3:13])[N:4]=1.ClC1C=C(C=CC=1)C(OO)=[O:19]. (5) Given the product [Cl:1][C:2]1[C:8]([CH:12]2[CH2:14][CH2:13]2)=[CH:7][C:5]([NH2:6])=[C:4]([O:10][CH3:11])[CH:3]=1, predict the reactants needed to synthesize it. The reactants are: [Cl:1][C:2]1[C:8](I)=[CH:7][C:5]([NH2:6])=[C:4]([O:10][CH3:11])[CH:3]=1.[CH:12]1(B(O)O)[CH2:14][CH2:13]1.C1(P(C2CCCCC2)C2CCCCC2)CCCCC1. (6) Given the product [CH3:1][C:2]1([CH3:11])[CH2:7][CH:6]([NH2:12])[CH2:5][C:4]([CH3:10])([CH3:9])[O:3]1, predict the reactants needed to synthesize it. The reactants are: [CH3:1][C:2]1([CH3:11])[CH2:7][C:6](=O)[CH2:5][C:4]([CH3:10])([CH3:9])[O:3]1.[NH4+:12].